This data is from Catalyst prediction with 721,799 reactions and 888 catalyst types from USPTO. The task is: Predict which catalyst facilitates the given reaction. (1) Reactant: [CH3:1][CH:2]([O:4][C:5](=[O:29])[NH:6][C@@H:7]1[CH2:12][CH2:11][CH2:10][N:9]([C:13]2[CH:18]=[C:17]([C:19]3[CH:24]=[CH:23][C:22]([C:25]#[N:26])=[C:21](F)[CH:20]=3)[N:16]=[C:15]([NH2:28])[N:14]=2)[CH2:8]1)[CH3:3].[NH2:30][NH2:31]. Product: [CH3:3][CH:2]([O:4][C:5](=[O:29])[NH:6][C@@H:7]1[CH2:12][CH2:11][CH2:10][N:9]([C:13]2[CH:18]=[C:17]([C:19]3[CH:24]=[C:23]4[C:22]([C:25]([NH2:26])=[N:30][NH:31]4)=[CH:21][CH:20]=3)[N:16]=[C:15]([NH2:28])[N:14]=2)[CH2:8]1)[CH3:1]. The catalyst class is: 8. (2) Reactant: [Br:1][C:2]1[C:11]2[C:10]([CH3:13])([CH3:12])[CH2:9][CH:8]=[C:7]([CH:14]([CH3:16])[CH3:15])[C:6]=2[CH:5]=[C:4]([C:17](=O)[CH3:18])[C:3]=1[O:20][CH3:21].[CH3:22][CH2:23][O:24][C:25]([CH:27](P(OCC)(OCC)=O)[F:28])=[O:26].C([Li])CCC. Product: [Br:1][C:2]1[C:11]2[C:10]([CH3:13])([CH3:12])[CH2:9][CH:8]=[C:7]([CH:14]([CH3:15])[CH3:16])[C:6]=2[CH:5]=[C:4](/[C:17](/[CH3:18])=[C:27](/[F:28])\[C:25]([O:24][CH2:23][CH3:22])=[O:26])[C:3]=1[O:20][CH3:21]. The catalyst class is: 1. (3) Reactant: [CH3:1][N:2]([CH3:6])[C:3](Cl)=[O:4].[NH2:7][C:8]1[CH:13]=[CH:12][C:11]([C@@H:14]2[O:19][CH2:18][CH2:17][N:16]([C:20]3[N:25]([CH3:26])[C:24](=[O:27])[CH:23]=[C:22]([C:28]4[CH:33]=[CH:32][N:31]=[CH:30][C:29]=4[F:34])[N:21]=3)[CH2:15]2)=[CH:10][CH:9]=1.C(N(CC)CC)C. Product: [F:34][C:29]1[CH:30]=[N:31][CH:32]=[CH:33][C:28]=1[C:22]1[N:21]=[C:20]([N:16]2[CH2:17][CH2:18][O:19][C@@H:14]([C:11]3[CH:12]=[CH:13][C:8]([NH:7][C:3](=[O:4])[N:2]([CH3:6])[CH3:1])=[CH:9][CH:10]=3)[CH2:15]2)[N:25]([CH3:26])[C:24](=[O:27])[CH:23]=1. The catalyst class is: 7.